Predict the reaction yield, written as a fraction of the theoretical maximum amount of product (1.0 means a 100% yield; for example, 0.34 means a 34% yield). From a dataset of Reaction yield outcomes from USPTO patents with 853,638 reactions. (1) The reactants are [Br:1][C:2]1[CH:3]=[C:4]([NH2:9])[C:5](Cl)=[N:6][CH:7]=1.[F:10][C:11]1[CH:16]=[C:15]([F:17])[CH:14]=[CH:13][C:12]=1[S:18](Cl)(=[O:20])=[O:19].Cl. The catalyst is N1C=CC=CC=1. The product is [Br:1][C:2]1[CH:3]=[C:4]([NH:9][S:18]([C:12]2[CH:13]=[CH:14][C:15]([F:17])=[CH:16][C:11]=2[F:10])(=[O:20])=[O:19])[CH:5]=[N:6][CH:7]=1. The yield is 0.700. (2) The reactants are [CH3:1][N:2]1[CH:6]=[C:5]([C:7]([O:9]CC)=O)[CH:4]=[N:3]1.C1(C)C=CC=CC=1.[C:19](#[N:21])[CH3:20].CC([O-])(C)C.[K+].Cl. The catalyst is O. The product is [CH3:1][N:2]1[CH:6]=[C:5]([C:7](=[O:9])[CH2:20][C:19]#[N:21])[CH:4]=[N:3]1. The yield is 0.211. (3) The reactants are [CH3:1][O:2][C:3]([C:5]1[S:9][C:8]2[CH:10]=[C:11](Cl)[CH:12]=[CH:13][C:7]=2[C:6]=1[O:15][CH2:16][C:17]([O:19][C:20]([CH3:23])([CH3:22])[CH3:21])=[O:18])=[O:4].[OH:24][C:25]1[CH:30]=[CH:29][C:28](B(O)O)=[CH:27][CH:26]=1.C1(P(C2CCCCC2)C2C=CC=CC=2C2C=CC=CC=2)CCCCC1.[F-].[K+]. The catalyst is CC([O-])=O.CC([O-])=O.[Pd+2]. The product is [CH3:1][O:2][C:3]([C:5]1[S:9][C:8]2[CH:10]=[C:11]([C:28]3[CH:29]=[CH:30][C:25]([OH:24])=[CH:26][CH:27]=3)[CH:12]=[CH:13][C:7]=2[C:6]=1[O:15][CH2:16][C:17]([O:19][C:20]([CH3:23])([CH3:22])[CH3:21])=[O:18])=[O:4]. The yield is 0.470.